From a dataset of Forward reaction prediction with 1.9M reactions from USPTO patents (1976-2016). Predict the product of the given reaction. (1) Given the reactants [CH3:1][O:2][C:3](=[O:25])/[C:4](/[C:12]1[CH:17]=[CH:16][C:15]([N:18]2[C:22]([CH3:23])=[N:21][N:20]=[N:19]2)=[C:14]([Cl:24])[CH:13]=1)=[CH:5]/[CH:6]1[CH2:11][CH2:10][CH2:9][CH2:8][CH2:7]1.[BH4-].[Na+], predict the reaction product. The product is: [CH3:1][O:2][C:3](=[O:25])[CH:4]([C:12]1[CH:17]=[CH:16][C:15]([N:18]2[C:22]([CH3:23])=[N:21][N:20]=[N:19]2)=[C:14]([Cl:24])[CH:13]=1)[CH2:5][CH:6]1[CH2:7][CH2:8][CH2:9][CH2:10][CH2:11]1. (2) Given the reactants [Br:1][C:2]12[CH2:9][CH2:8][C:5]([CH:10]=[CH:11][C:12](Cl)=O)([CH2:6][CH2:7]1)[CH2:4][CH2:3]2.COC(C12CCC(Br)(CC1)CC2)=O.CC1(C=O)CCOCC1.[N+:37]([C:40]1[CH:41]=[C:42]([C:47]2[CH:52]=[CH:51][CH:50]=[CH:49][C:48]=2[C:53]([F:56])([F:55])[F:54])[CH:43]=[CH:44][C:45]=1[NH2:46])([O-])=O, predict the reaction product. The product is: [Br:1][C:2]12[CH2:9][CH2:8][C:5](/[CH:10]=[CH:11]/[C:12]3[NH:46][C:45]4[CH:44]=[CH:43][C:42]([C:47]5[CH:52]=[CH:51][CH:50]=[CH:49][C:48]=5[C:53]([F:54])([F:55])[F:56])=[CH:41][C:40]=4[N:37]=3)([CH2:6][CH2:7]1)[CH2:4][CH2:3]2. (3) Given the reactants [Cl:1][C:2]1[CH:7]=[C:6]([N+:8]([O-:10])=[O:9])[CH:5]=[C:4]([Cl:11])[C:3]=1[N:12]=[C:13]=[S:14].[CH3:15][CH:16]([NH2:19])[CH2:17][CH3:18].Cl[CH2:21][C:22](O)=[O:23], predict the reaction product. The product is: [Cl:1][C:2]1[CH:7]=[C:6]([N+:8]([O-:10])=[O:9])[CH:5]=[C:4]([Cl:11])[C:3]=1[N:12]=[C:13]1[N:19]([CH:16]([CH2:17][CH3:18])[CH3:15])[C:22](=[O:23])[CH2:21][S:14]1. (4) Given the reactants [CH2:1]([C:4]1[CH:9]=[C:8]([O:10][CH2:11][C:12]2[CH:17]=[CH:16][CH:15]=[CH:14][CH:13]=2)[CH:7]=[C:6]([CH2:18][CH:19]=[CH2:20])[C:5]=1[OH:21])[CH:2]=[CH2:3].[CH3:22][C:23]1[O:27][C:26]([C:28]2[CH:33]=[CH:32][CH:31]=[CH:30][CH:29]=2)=[N:25][C:24]=1[CH2:34][CH2:35]OS(C1C=CC(C)=CC=1)(=O)=O.C([O-])([O-])=O.[Cs+].[Cs+], predict the reaction product. The product is: [CH2:1]([C:4]1[CH:9]=[C:8]([O:10][CH2:11][C:12]2[CH:17]=[CH:16][CH:15]=[CH:14][CH:13]=2)[CH:7]=[C:6]([CH2:18][CH:19]=[CH2:20])[C:5]=1[O:21][CH2:35][CH2:34][C:24]1[N:25]=[C:26]([C:28]2[CH:33]=[CH:32][CH:31]=[CH:30][CH:29]=2)[O:27][C:23]=1[CH3:22])[CH:2]=[CH2:3]. (5) Given the reactants [C:1]12([CH2:11][OH:12])[CH2:10][CH:5]3[CH2:6][CH:7]([CH2:9][CH:3]([CH2:4]3)[CH2:2]1)[CH2:8]2.C(N(CC)CC)C.[CH3:20][S:21](Cl)(=[O:23])=[O:22], predict the reaction product. The product is: [CH3:20][S:21]([O:12][CH2:11][C:1]12[CH2:8][CH:7]3[CH2:6][CH:5]([CH2:4][CH:3]([CH2:9]3)[CH2:2]1)[CH2:10]2)(=[O:23])=[O:22]. (6) The product is: [NH2:1][C:4]1[CH:5]=[C:6]2[C:11](=[CH:12][CH:13]=1)[N:10]([CH2:14][CH2:15][N:16]1[CH2:17][CH2:18][CH2:19][CH2:20][CH2:21]1)[C:9](=[O:22])[CH2:8][CH2:7]2. Given the reactants [N+:1]([C:4]1[CH:5]=[C:6]2[C:11](=[CH:12][CH:13]=1)[N:10]([CH2:14][CH2:15][N:16]1[CH2:21][CH2:20][CH2:19][CH2:18][CH2:17]1)[C:9](=[O:22])[CH2:8][CH2:7]2)([O-])=O.N, predict the reaction product. (7) Given the reactants [Cl:1][C:2]1[N:11]=[CH:10][CH:9]=[C:8]2[C:3]=1[CH:4]=[C:5]([C:20]1[CH:25]=[CH:24][CH:23]=[CH:22][CH:21]=1)[C:6]([C:12]1[CH:19]=[CH:18][C:15](C=O)=[CH:14][CH:13]=1)=[N:7]2.[C:26](NC(=O)[O-])([CH3:29])([CH3:28])[CH3:27].C([SiH](CC)CC)C.FC(F)(F)[C:43]([OH:45])=[O:44].C([O-])(O)=O.[Na+].[C:53](#[N:55])C, predict the reaction product. The product is: [Cl:1][C:2]1[N:11]=[CH:10][CH:9]=[C:8]2[C:3]=1[CH:4]=[C:5]([C:20]1[CH:21]=[CH:22][CH:23]=[CH:24][CH:25]=1)[C:6]([C:12]1[CH:13]=[CH:14][C:15]([CH2:53][NH:55][C:43](=[O:44])[O:45][C:26]([CH3:29])([CH3:28])[CH3:27])=[CH:18][CH:19]=1)=[N:7]2. (8) Given the reactants [CH3:1][O:2][C:3]1[CH:4]=[C:5]([C:11]2[S:15][C:14]3=[N:16][C:17]([CH3:27])=[C:18]([C:19]4[CH:20]=[N:21][C:22]([O:25]C)=[CH:23][CH:24]=4)[N:13]3[N:12]=2)[CH:6]=[CH:7][C:8]=1[O:9][CH3:10].C([O-])(O)=O.[Na+], predict the reaction product. The product is: [CH3:1][O:2][C:3]1[CH:4]=[C:5]([C:11]2[S:15][C:14]3=[N:16][C:17]([CH3:27])=[C:18]([C:19]4[CH:24]=[CH:23][C:22]([OH:25])=[N:21][CH:20]=4)[N:13]3[N:12]=2)[CH:6]=[CH:7][C:8]=1[O:9][CH3:10].